From a dataset of Full USPTO retrosynthesis dataset with 1.9M reactions from patents (1976-2016). Predict the reactants needed to synthesize the given product. (1) Given the product [CH3:74][N:73]([CH3:75])[C:69]1[CH:70]=[C:71]2[C:66](=[CH:67][CH:68]=1)[C:65](=[O:76])[N:64]([C:50]1[CH:51]=[CH:52][CH:53]=[C:54]([C:78]3[CH:79]=[C:80]([NH:86][C:87]4[CH:92]=[CH:91][N:90]=[CH:89][N:88]=4)[C:81](=[O:85])[N:82]([CH3:84])[CH:83]=3)[C:49]=1[CH2:48][OH:47])[CH2:72]2, predict the reactants needed to synthesize it. The reactants are: C(C1SC2C(=O)N(C3C=CC=C(C4N=C(NC5C=CC(C6C(=O)NCCN6C)=CC=5)C(=O)N(C)C=4)C=3C)CC=2C=1)(C)(C)C.C([O:47][CH2:48][C:49]1[C:54](B2OC(C)(C)C(C)(C)O2)=[CH:53][CH:52]=[CH:51][C:50]=1[N:64]1[CH2:72][C:71]2[C:66](=[CH:67][CH:68]=[C:69]([N:73]([CH3:75])[CH3:74])[CH:70]=2)[C:65]1=[O:76])(=O)C.Br[C:78]1[CH:79]=[C:80]([NH:86][C:87]2[CH:92]=[CH:91][N:90]=[CH:89][N:88]=2)[C:81](=[O:85])[N:82]([CH3:84])[CH:83]=1. (2) Given the product [C:1]([C:4]1[C@@H:5]([C:23]2[CH:30]=[CH:29][C:26]([C:27]#[N:28])=[CH:25][C:24]=2[C:36]2[CH:37]=[CH:38][N:33]([CH3:32])[C:34](=[O:42])[CH:35]=2)[N:6]([CH3:22])[C:7](=[O:21])[N:8]([C:11]2[CH:16]=[CH:15][CH:14]=[C:13]([C:17]([F:20])([F:19])[F:18])[CH:12]=2)[C:9]=1[CH3:10])(=[O:3])[CH3:2], predict the reactants needed to synthesize it. The reactants are: [C:1]([C:4]1[CH:5]([C:23]2[CH:30]=[CH:29][C:26]([C:27]#[N:28])=[CH:25][C:24]=2Br)[N:6]([CH3:22])[C:7](=[O:21])[N:8]([C:11]2[CH:16]=[CH:15][CH:14]=[C:13]([C:17]([F:20])([F:19])[F:18])[CH:12]=2)[C:9]=1[CH3:10])(=[O:3])[CH3:2].[CH3:32][N:33]1[CH:38]=[CH:37][C:36](B(O)O)=[CH:35][C:34]1=[O:42].C(=O)([O-])[O-].[K+].[K+].ClCCl. (3) Given the product [N:24]1[CH:23]=[CH:22][C:21]([C:18]2[N:17]=[C:16]([CH2:15][NH2:14])[O:20][N:19]=2)=[CH:26][CH:25]=1, predict the reactants needed to synthesize it. The reactants are: FC(F)(F)C(O)=O.C(OC(=O)[NH:14][CH2:15][C:16]1[O:20][N:19]=[C:18]([C:21]2[CH:26]=[CH:25][N:24]=[CH:23][CH:22]=2)[N:17]=1)(C)(C)C. (4) Given the product [CH3:21][O:19][C:18]([C:5]1[C:4]([Cl:3])=[CH:9][C:8]([CH2:10][O:11][C:12]2[CH:17]=[CH:16][CH:15]=[CH:14][CH:13]=2)=[CH:7][N:6]=1)=[O:20], predict the reactants needed to synthesize it. The reactants are: IC.[Cl:3][C:4]1[C:5]([C:18]([OH:20])=[O:19])=[N:6][CH:7]=[C:8]([CH2:10][O:11][C:12]2[CH:17]=[CH:16][CH:15]=[CH:14][CH:13]=2)[CH:9]=1.[C:21]([O-])([O-])=O.[K+].[K+]. (5) Given the product [CH2:1]([O:3][C:4]([C:6]1([CH2:28][C:22]2[CH:23]=[CH:24][CH:25]=[C:26]([CH3:27])[C:21]=2[Br:20])[C:11](=[O:12])[CH2:10][CH2:9][N:8]([CH2:13][C:14]2[CH:15]=[CH:16][CH:17]=[CH:18][CH:19]=2)[CH2:7]1)=[O:5])[CH3:2], predict the reactants needed to synthesize it. The reactants are: [CH2:1]([O:3][C:4]([CH:6]1[C:11](=[O:12])[CH2:10][CH2:9][N:8]([CH2:13][C:14]2[CH:19]=[CH:18][CH:17]=[CH:16][CH:15]=2)[CH2:7]1)=[O:5])[CH3:2].[Br:20][C:21]1[C:26]([CH3:27])=[CH:25][CH:24]=[CH:23][C:22]=1[CH2:28]Br. (6) Given the product [CH3:1][C:2]1[C:3]2[N:4]([C:8]([C:18]3[CH:23]=[CH:22][N:21]=[C:20]([C:24]4[CH:25]=[CH:26][C:27]([O:30][CH2:32][C:33]([NH2:35])=[O:34])=[CH:28][CH:29]=4)[CH:19]=3)=[C:9]([C:11]3[CH:16]=[CH:15][CH:14]=[C:13]([CH3:17])[N:12]=3)[N:10]=2)[CH:5]=[CH:6][CH:7]=1, predict the reactants needed to synthesize it. The reactants are: [CH3:1][C:2]1[C:3]2[N:4]([C:8]([C:18]3[CH:23]=[CH:22][N:21]=[C:20]([C:24]4[CH:29]=[CH:28][C:27]([OH:30])=[CH:26][CH:25]=4)[CH:19]=3)=[C:9]([C:11]3[CH:16]=[CH:15][CH:14]=[C:13]([CH3:17])[N:12]=3)[N:10]=2)[CH:5]=[CH:6][CH:7]=1.Br[CH2:32][C:33]([NH2:35])=[O:34].C(OC(C)C)(C)C.